From a dataset of NCI-60 drug combinations with 297,098 pairs across 59 cell lines. Regression. Given two drug SMILES strings and cell line genomic features, predict the synergy score measuring deviation from expected non-interaction effect. (1) Drug 1: C1=C(C(=O)NC(=O)N1)F. Drug 2: CC=C1C(=O)NC(C(=O)OC2CC(=O)NC(C(=O)NC(CSSCCC=C2)C(=O)N1)C(C)C)C(C)C. Cell line: HOP-62. Synergy scores: CSS=61.2, Synergy_ZIP=-11.4, Synergy_Bliss=-7.88, Synergy_Loewe=-4.85, Synergy_HSA=-1.31. (2) Drug 1: C1CC(C1)(C(=O)O)C(=O)O.[NH2-].[NH2-].[Pt+2]. Drug 2: CC1=C2C(C(=O)C3(C(CC4C(C3C(C(C2(C)C)(CC1OC(=O)C(C(C5=CC=CC=C5)NC(=O)C6=CC=CC=C6)O)O)OC(=O)C7=CC=CC=C7)(CO4)OC(=O)C)O)C)OC(=O)C. Cell line: UACC62. Synergy scores: CSS=43.6, Synergy_ZIP=-7.18, Synergy_Bliss=-1.27, Synergy_Loewe=1.83, Synergy_HSA=1.51. (3) Drug 1: C1=CN(C=N1)CC(O)(P(=O)(O)O)P(=O)(O)O. Drug 2: C1CN1C2=NC(=NC(=N2)N3CC3)N4CC4. Cell line: HOP-62. Synergy scores: CSS=26.7, Synergy_ZIP=-0.227, Synergy_Bliss=1.14, Synergy_Loewe=0.770, Synergy_HSA=0.223. (4) Cell line: MALME-3M. Synergy scores: CSS=-2.99, Synergy_ZIP=0.857, Synergy_Bliss=0.369, Synergy_Loewe=-1.85, Synergy_HSA=-2.57. Drug 1: CC(C)(C#N)C1=CC(=CC(=C1)CN2C=NC=N2)C(C)(C)C#N. Drug 2: C1C(C(OC1N2C=NC3=C2NC=NCC3O)CO)O. (5) Drug 1: C1=CC=C(C=C1)NC(=O)CCCCCCC(=O)NO. Drug 2: CS(=O)(=O)OCCCCOS(=O)(=O)C. Cell line: HCT116. Synergy scores: CSS=27.8, Synergy_ZIP=-8.87, Synergy_Bliss=-4.87, Synergy_Loewe=-24.6, Synergy_HSA=-3.92.